From a dataset of Forward reaction prediction with 1.9M reactions from USPTO patents (1976-2016). Predict the product of the given reaction. (1) Given the reactants [CH3:1][O:2][C:3]1[C:8]([CH:9]=[O:10])=[CH:7][CH:6]=[CH:5][N:4]=1.[BH4-].[Na+], predict the reaction product. The product is: [CH3:1][O:2][C:3]1[C:8]([CH2:9][OH:10])=[CH:7][CH:6]=[CH:5][N:4]=1. (2) Given the reactants [F:1][C:2]([F:25])([F:24])[C:3]([C:6]1[CH:11]=[CH:10][C:9]([C:12]2[N:16]=[C:15]([C:17]3[CH:18]=[CH:19][C:20](=[O:23])[NH:21][CH:22]=3)[O:14][N:13]=2)=[CH:8][CH:7]=1)([CH3:5])[CH3:4].Br[CH2:27][C:28]1[CH:29]=[C:30]([CH:35]=[CH:36][CH:37]=1)[C:31]([O:33][CH3:34])=[O:32], predict the reaction product. The product is: [O:23]=[C:20]1[CH:19]=[CH:18][C:17]([C:15]2[O:14][N:13]=[C:12]([C:9]3[CH:10]=[CH:11][C:6]([C:3]([CH3:5])([CH3:4])[C:2]([F:1])([F:24])[F:25])=[CH:7][CH:8]=3)[N:16]=2)=[CH:22][N:21]1[CH2:27][C:28]1[CH:29]=[C:30]([CH:35]=[CH:36][CH:37]=1)[C:31]([O:33][CH3:34])=[O:32]. (3) Given the reactants C(OC(N(COCC[Si](C)(C)C)C1S[C@@]2(C(OC)=O)[C@@H]([C@](C3C=CC=C(F)C=3F)(CF)N=1)C2)=O)(C)(C)C.[NH2:38][C:39]1[CH:40]=[C:41]([F:56])[C:42]([F:55])=[C:43]([C@:45]2([CH2:53][F:54])[C@H:51]3[C@H:49]([CH2:50]3)[S:48][C:47]([NH2:52])=[N:46]2)[CH:44]=1, predict the reaction product. The product is: [NH2:38][C:39]1[CH:40]=[C:41]([F:56])[C:42]([F:55])=[C:43]([C@:45]2([CH2:53][F:54])[C@@H:51]3[C@@H:49]([CH2:50]3)[S:48][C:47]([NH2:52])=[N:46]2)[CH:44]=1. (4) The product is: [C:17]([O:9][C:8]1[CH:10]=[CH:11][C:3](/[CH:2]=[CH:13]/[C:12]([OH:15])=[O:14])=[CH:4][C:5]=1[O:6][CH3:7])(=[O:19])[CH3:18]. Given the reactants O=[CH:2][C:3]1[CH:11]=[CH:10][C:8]([OH:9])=[C:5]([O:6][CH3:7])[CH:4]=1.[C:12]([O-:15])(=[O:14])[CH3:13].[Na+].[C:17](OC(=O)C)(=[O:19])[CH3:18], predict the reaction product.